From a dataset of Reaction yield outcomes from USPTO patents with 853,638 reactions. Predict the reaction yield, written as a fraction of the theoretical maximum amount of product (1.0 means a 100% yield; for example, 0.34 means a 34% yield). (1) The reactants are [C:1]([O:5][C:6](=[O:36])[NH:7][C:8]1([C:12]2[CH:17]=[CH:16][C:15]([C:18]3[C:19]([C:30]4[CH:35]=[CH:34][CH:33]=[CH:32][CH:31]=4)=[CH:20][C:21]4[NH:26]/[C:25](=[N:27]/[NH2:28])/[CH2:24][O:23][C:22]=4[N:29]=3)=[CH:14][CH:13]=2)[CH2:11][CH2:10][CH2:9]1)([CH3:4])([CH3:3])[CH3:2]. The catalyst is COC(OC)(OC)CCC. The product is [C:30]1([C:19]2[C:18]([C:15]3[CH:14]=[CH:13][C:12]([C:8]4([NH:7][C:6](=[O:36])[O:5][C:1]([CH3:4])([CH3:2])[CH3:3])[CH2:11][CH2:10][CH2:9]4)=[CH:17][CH:16]=3)=[N:29][C:22]3[O:23][CH2:24][C:25]4[N:26]([C:11]([CH2:8][CH2:9][CH3:10])=[N:28][N:27]=4)[C:21]=3[CH:20]=2)[CH:31]=[CH:32][CH:33]=[CH:34][CH:35]=1. The yield is 0.450. (2) The catalyst is C1(C)C=CC=CC=1. The product is [C:1]([O:5][C@@H:6]([C:12]1[C:13]([CH3:36])=[N:14][C:15]2[N:16]([N:30]=[C:31]([NH:63][C:66]([O:58][CH2:57][CH2:56][Si:55]([CH3:60])([CH3:59])[CH3:54])=[O:44])[CH:32]=2)[C:17]=1[C:18]1[C:19]([CH3:29])=[C:20]2[C:25](=[C:26]([F:28])[CH:27]=1)[O:24][CH2:23][CH2:22][CH2:21]2)[C:7]([O:9][CH2:10][CH3:11])=[O:8])([CH3:3])([CH3:4])[CH3:2]. The yield is 0.700. The reactants are [C:1]([O:5][C@@H:6]([C:12]1[C:13]([CH3:36])=[N:14][C:15]2[N:16]([N:30]=[C:31](C(O)=O)[CH:32]=2)[C:17]=1[C:18]1[C:19]([CH3:29])=[C:20]2[C:25](=[C:26]([F:28])[CH:27]=1)[O:24][CH2:23][CH2:22][CH2:21]2)[C:7]([O:9][CH2:10][CH3:11])=[O:8])([CH3:4])([CH3:3])[CH3:2].C1(P(N=[N+]=[N-])(C2C=CC=CC=2)=[O:44])C=CC=CC=1.[CH3:54][Si:55]([CH3:60])([CH3:59])[CH2:56][CH2:57][OH:58].C([N:63]([CH2:66]C)CC)C.